Dataset: Forward reaction prediction with 1.9M reactions from USPTO patents (1976-2016). Task: Predict the product of the given reaction. Given the reactants [CH2:1]([O:3][C:4](=[O:27])[C:5]1[C:10]([C:11]#[C:12][CH2:13]OC)=[CH:9][C:8]([C:16]2[C:21]([CH2:22][CH3:23])=[CH:20][CH:19]=[CH:18][C:17]=2[CH2:24][CH3:25])=[N:7][C:6]=1[CH3:26])[CH3:2], predict the reaction product. The product is: [CH2:1]([O:3][C:4](=[O:27])[C:5]1[C:10]([CH2:11][CH2:12][CH3:13])=[CH:9][C:8]([C:16]2[C:21]([CH2:22][CH3:23])=[CH:20][CH:19]=[CH:18][C:17]=2[CH2:24][CH3:25])=[N:7][C:6]=1[CH3:26])[CH3:2].